Dataset: Forward reaction prediction with 1.9M reactions from USPTO patents (1976-2016). Task: Predict the product of the given reaction. Given the reactants [CH3:1][O:2][C:3]([C:5]1[CH:10]=[CH:9][CH:8]=[C:7]([C:11]2[CH:12]=[N:13][N:14](C(OC(C)(C)C)=O)[CH:15]=2)[N:6]=1)=[O:4].Cl.Cl.O1CCOCC1.C(=O)([O-])[O-].[Na+].[Na+], predict the reaction product. The product is: [CH3:1][O:2][C:3]([C:5]1[CH:10]=[CH:9][CH:8]=[C:7]([C:11]2[CH:15]=[N:14][NH:13][CH:12]=2)[N:6]=1)=[O:4].